Dataset: Full USPTO retrosynthesis dataset with 1.9M reactions from patents (1976-2016). Task: Predict the reactants needed to synthesize the given product. (1) Given the product [Cl:9][C:4]1[CH:3]=[C:2]([NH2:1])[CH:7]=[CH:6][C:5]=1[O:8][CH2:14][C:13]1[CH:16]=[CH:17][CH:18]=[C:11]([F:10])[CH:12]=1, predict the reactants needed to synthesize it. The reactants are: [NH2:1][C:2]1[CH:7]=[CH:6][C:5]([OH:8])=[C:4]([Cl:9])[CH:3]=1.[F:10][C:11]1[CH:12]=[C:13]([CH:16]=[CH:17][CH:18]=1)[CH2:14]O. (2) Given the product [CH3:1][O:2][C:3]([CH:5]1[CH2:10][CH2:9][CH2:8][CH:7]([CH2:11][CH:12]=[CH2:13])[NH:6]1)=[O:4], predict the reactants needed to synthesize it. The reactants are: [CH3:1][O:2][C:3]([CH:5]1[CH2:10][CH2:9][CH2:8][CH:7]([CH2:11][CH:12]=[CH2:13])[N:6]1C(OC(C)(C)C)=O)=[O:4].S(Cl)(Cl)=O. (3) Given the product [OH:4][CH:2]([CH2:1][O:5][CH2:6][CH:7]=[CH2:8])[CH2:3][NH:21][C:10]([CH3:20])([CH3:9])[CH2:11][C:12]1[CH:17]=[CH:16][C:15]([O:18][CH3:19])=[CH:14][CH:13]=1, predict the reactants needed to synthesize it. The reactants are: [CH2:1]([O:5][CH2:6][CH:7]=[CH2:8])[CH:2]1[O:4][CH2:3]1.[CH3:9][C:10]([NH2:21])([CH3:20])[CH2:11][C:12]1[CH:17]=[CH:16][C:15]([O:18][CH3:19])=[CH:14][CH:13]=1. (4) The reactants are: Cl[CH2:2][C:3]1[N:4]=[CH:5][S:6][CH:7]=1.[Cl:8][C:9]1[CH:14]=[C:13]([NH:15][C:16]2[C:25]3[C:20](=[CH:21][CH:22]=[CH:23][C:24]=3[O:26][CH2:27][C@@H:28]3[CH2:32][CH2:31][CH2:30][N:29]3[C:33](=[O:38])[CH2:34][N:35]([CH3:37])[CH3:36])[N:19]=[CH:18][N:17]=2)[CH:12]=[CH:11][C:10]=1[OH:39]. Given the product [Cl:8][C:9]1[CH:14]=[C:13]([NH:15][C:16]2[C:25]3[C:20](=[CH:21][CH:22]=[CH:23][C:24]=3[O:26][CH2:27][C@@H:28]3[CH2:32][CH2:31][CH2:30][N:29]3[C:33](=[O:38])[CH2:34][N:35]([CH3:36])[CH3:37])[N:19]=[CH:18][N:17]=2)[CH:12]=[CH:11][C:10]=1[O:39][CH2:2][C:3]1[N:4]=[CH:5][S:6][CH:7]=1, predict the reactants needed to synthesize it. (5) Given the product [Cl:8][C:6]1[N:5]=[C:4]([S:9][CH3:10])[N:3]=[C:2]([N:17]2[C:16]3[CH:18]=[CH:19][CH:20]=[C:21]([O:22][CH3:23])[C:15]=3[N:14]=[C:13]2[CH:12]([F:11])[F:24])[CH:7]=1, predict the reactants needed to synthesize it. The reactants are: Cl[C:2]1[CH:7]=[C:6]([Cl:8])[N:5]=[C:4]([S:9][CH3:10])[N:3]=1.[F:11][CH:12]([F:24])[C:13]1[NH:17][C:16]2[CH:18]=[CH:19][CH:20]=[C:21]([O:22][CH3:23])[C:15]=2[N:14]=1.C([O-])([O-])=O.[K+].[K+]. (6) The reactants are: [CH2:1]([C@H:4]1[O:6][C@@H:5]1[C:7]([OH:9])=O)[CH2:2][CH3:3].C(N(CC)CC)C.C(OC(Cl)=O)C.[CH:23]1([NH2:26])[CH2:25][CH2:24]1. Given the product [CH:23]1([NH:26][C:7]([C@@H:5]2[C@@H:4]([CH2:1][CH2:2][CH3:3])[O:6]2)=[O:9])[CH2:25][CH2:24]1, predict the reactants needed to synthesize it. (7) Given the product [Br:8][C:7]1[C:2]2[N:1]=[C:18]([CH:19]([CH3:23])[CH3:20])[S:10][C:3]=2[CH:4]=[C:5]([F:9])[CH:6]=1, predict the reactants needed to synthesize it. The reactants are: [NH2:1][C:2]1[C:7]([Br:8])=[CH:6][C:5]([F:9])=[CH:4][C:3]=1[SH:10].CN1C(=O)CCC1.[CH3:18][CH:19]([CH3:23])[C:20](Cl)=O. (8) Given the product [C:18]([O:17][C:13](=[O:16])/[CH:14]=[CH:15]/[C:2]1[CH:12]=[N:11][C:5]2[NH:6][CH2:7][CH2:8][O:9][CH2:10][C:4]=2[CH:3]=1)([CH3:21])([CH3:20])[CH3:19], predict the reactants needed to synthesize it. The reactants are: Br[C:2]1[CH:12]=[N:11][C:5]2[NH:6][CH2:7][CH2:8][O:9][CH2:10][C:4]=2[CH:3]=1.[C:13]([O:17][C:18]([CH3:21])([CH3:20])[CH3:19])(=[O:16])[CH:14]=[CH2:15].C(N(C(C)C)C(C)C)C.CC1C=CC=CC=1P(C1C=CC=CC=1C)C1C=CC=CC=1C. (9) Given the product [CH:1]1([C:4]2[C:5]([N:25]([CH2:30][CH2:31][CH2:32][C:33]3[O:34][C:37](=[O:38])[NH:36][N:35]=3)[S:26]([CH3:29])(=[O:28])=[O:27])=[CH:6][C:7]3[O:11][C:10]([C:12]4[CH:17]=[CH:16][C:15]([F:18])=[CH:14][CH:13]=4)=[C:9]([C:19]4[NH:20][CH:21]=[CH:22][N:23]=4)[C:8]=3[CH:24]=2)[CH2:3][CH2:2]1, predict the reactants needed to synthesize it. The reactants are: [CH:1]1([C:4]2[C:5]([N:25]([CH2:30][CH2:31][CH2:32][C:33]([NH:35][NH2:36])=[O:34])[S:26]([CH3:29])(=[O:28])=[O:27])=[CH:6][C:7]3[O:11][C:10]([C:12]4[CH:17]=[CH:16][C:15]([F:18])=[CH:14][CH:13]=4)=[C:9]([C:19]4[NH:20][CH:21]=[CH:22][N:23]=4)[C:8]=3[CH:24]=2)[CH2:3][CH2:2]1.[C:37](Cl)(Cl)=[O:38].C1(C)C=CC=CC=1.